Task: Regression. Given two drug SMILES strings and cell line genomic features, predict the synergy score measuring deviation from expected non-interaction effect.. Dataset: NCI-60 drug combinations with 297,098 pairs across 59 cell lines Drug 1: C1C(C(OC1N2C=C(C(=O)NC2=O)F)CO)O. Drug 2: C(=O)(N)NO. Cell line: LOX IMVI. Synergy scores: CSS=4.43, Synergy_ZIP=-6.36, Synergy_Bliss=3.46, Synergy_Loewe=-26.9, Synergy_HSA=-1.53.